Dataset: Full USPTO retrosynthesis dataset with 1.9M reactions from patents (1976-2016). Task: Predict the reactants needed to synthesize the given product. (1) Given the product [C:39]1([N:28]([CH2:27][O:19][C:18]([C:10]2[NH:11][C:12]3[C:17]([C:9]=2[NH:8][C:5]2[CH:6]=[CH:7][N:2]=[CH:3][CH:4]=2)=[CH:16][CH:15]=[CH:14][CH:13]=3)=[O:20])[S:29]([C:32]2[CH:33]=[CH:34][C:35]([CH3:38])=[CH:36][CH:37]=2)(=[O:31])=[O:30])[CH:44]=[CH:43][CH:42]=[CH:41][CH:40]=1, predict the reactants needed to synthesize it. The reactants are: [K+].[N:2]1[CH:7]=[CH:6][C:5]([NH:8][C:9]2[C:17]3[C:12](=[CH:13][CH:14]=[CH:15][CH:16]=3)[NH:11][C:10]=2[C:18]([O-:20])=[O:19])=[CH:4][CH:3]=1.CN(C=O)C.Cl[CH2:27][N:28]([C:39]1[CH:44]=[CH:43][CH:42]=[CH:41][CH:40]=1)[S:29]([C:32]1[CH:37]=[CH:36][C:35]([CH3:38])=[CH:34][CH:33]=1)(=[O:31])=[O:30].O. (2) Given the product [F:19][C:20]1[CH:25]=[CH:24][CH:23]=[CH:22][C:21]=1[N:26]1[CH2:31][CH2:30][N:29]([CH2:14][CH2:13][CH2:12][C:11]2[N:7]([C:1]3[CH:6]=[CH:5][CH:4]=[CH:3][CH:2]=3)[N:8]=[C:9]([CH2:16][CH2:17][CH3:18])[CH:10]=2)[CH2:28][CH2:27]1, predict the reactants needed to synthesize it. The reactants are: [C:1]1([N:7]2[C:11]([CH2:12][CH2:13][CH:14]=O)=[CH:10][C:9]([CH2:16][CH2:17][CH3:18])=[N:8]2)[CH:6]=[CH:5][CH:4]=[CH:3][CH:2]=1.[F:19][C:20]1[CH:25]=[CH:24][CH:23]=[CH:22][C:21]=1[N:26]1[CH2:31][CH2:30][NH:29][CH2:28][CH2:27]1.CCN(C(C)C)C(C)C.[BH-](OC(C)=O)(OC(C)=O)OC(C)=O.[Na+]. (3) The reactants are: Br[C:2]1[S:3][C:4]([S:17](=[O:25])(=[O:24])[NH:18][CH2:19][CH:20]([OH:23])[CH2:21][OH:22])=[CH:5][C:6]=1[C:7]1[S:11][C:10]([NH:12][C:13](=[O:15])[CH3:14])=[N:9][C:8]=1[CH3:16].C([Li])CCC. Given the product [OH:23][CH:20]([CH2:21][OH:22])[CH2:19][NH:18][S:17]([C:4]1[S:3][CH:2]=[C:6]([C:7]2[S:11][C:10]([NH:12][C:13](=[O:15])[CH3:14])=[N:9][C:8]=2[CH3:16])[CH:5]=1)(=[O:25])=[O:24], predict the reactants needed to synthesize it. (4) Given the product [Br:10][C:11]1[CH:12]=[C:13]([CH2:18][C@@H:19]([OH:24])[C:20]([O:22][CH3:23])=[O:21])[CH:14]=[CH:15][C:16]=1[O:17][CH2:26][O:27][CH2:28][CH2:29][Si:30]([CH3:33])([CH3:32])[CH3:31], predict the reactants needed to synthesize it. The reactants are: C(N(C(C)C)C(C)C)C.[Br:10][C:11]1[CH:12]=[C:13]([CH2:18][C@@H:19]([OH:24])[C:20]([O:22][CH3:23])=[O:21])[CH:14]=[CH:15][C:16]=1[OH:17].Cl[CH2:26][O:27][CH2:28][CH2:29][Si:30]([CH3:33])([CH3:32])[CH3:31]. (5) Given the product [NH2:1][C:2]1[N:10]=[CH:9][N:8]=[C:7]2[C:3]=1[N:4]=[CH:5][N:6]2[C@H:11]1[C@@H:15]2[O:16][C:17]([CH3:19])([CH3:20])[O:18][C@@H:14]2[C@@H:13]([CH2:21][N:22]([CH:37]2[CH2:40][CH2:39][CH2:38]2)[CH2:23][CH2:24][CH2:25][NH2:26])[O:12]1, predict the reactants needed to synthesize it. The reactants are: [NH2:1][C:2]1[N:10]=[CH:9][N:8]=[C:7]2[C:3]=1[N:4]=[CH:5][N:6]2[C@H:11]1[C@@H:15]2[O:16][C:17]([CH3:20])([CH3:19])[O:18][C@@H:14]2[C@@H:13]([CH2:21][N:22]([CH:37]2[CH2:40][CH2:39][CH2:38]2)[CH2:23][CH2:24][CH2:25][N:26]2C(=O)C3C(=CC=CC=3)C2=O)[O:12]1.O.NN. (6) Given the product [CH3:18][O:19][C:20]1[CH:26]=[CH:25][C:24]([CH3:27])=[CH:23][C:21]=1[NH:22][C:2]1[CH:7]=[C:6]([C:8]([F:11])([F:10])[F:9])[N:5]=[C:4]([C:12]2[CH:17]=[N:16][CH:15]=[CH:14][N:13]=2)[N:3]=1, predict the reactants needed to synthesize it. The reactants are: Cl[C:2]1[CH:7]=[C:6]([C:8]([F:11])([F:10])[F:9])[N:5]=[C:4]([C:12]2[CH:17]=[N:16][CH:15]=[CH:14][N:13]=2)[N:3]=1.[CH3:18][O:19][C:20]1[CH:26]=[CH:25][C:24]([CH3:27])=[CH:23][C:21]=1[NH2:22]. (7) Given the product [F:1][C:2]([F:45])([F:44])[C:3]1[CH:4]=[C:5]([CH:37]=[C:38]([C:40]([F:43])([F:42])[F:41])[CH:39]=1)[CH2:6][N:7]([CH2:8][C:9]1[C:10]([C:19]2[CH:24]=[C:23]([CH:25]([CH3:27])[CH3:26])[CH:22]=[CH:21][C:20]=2[O:28][CH3:29])=[N:11][C:12]2[C:17]([CH:18]=1)=[CH:16][CH:15]=[CH:14][CH:13]=2)[C:30]1[N:35]=[CH:34][C:33]([OH:48])=[CH:32][N:31]=1, predict the reactants needed to synthesize it. The reactants are: [F:1][C:2]([F:45])([F:44])[C:3]1[CH:4]=[C:5]([CH:37]=[C:38]([C:40]([F:43])([F:42])[F:41])[CH:39]=1)[CH2:6][N:7]([C:30]1[N:35]=[CH:34][C:33](Br)=[CH:32][N:31]=1)[CH2:8][C:9]1[C:10]([C:19]2[CH:24]=[C:23]([CH:25]([CH3:27])[CH3:26])[CH:22]=[CH:21][C:20]=2[O:28][CH3:29])=[N:11][C:12]2[C:17]([CH:18]=1)=[CH:16][CH:15]=[CH:14][CH:13]=2.C([O-])(=[O:48])C.[K+].B1(B2OC(C)(C)C(C)(C)O2)OC(C)(C)C(C)(C)O1.O. (8) Given the product [F:9][C:7]1[CH:8]=[C:2]([C:16]2[CH:15]=[CH:14][CH:13]=[C:12]([O:11][CH3:10])[CH:17]=2)[CH:3]=[CH:4][C:5]=1[NH2:6], predict the reactants needed to synthesize it. The reactants are: Br[C:2]1[CH:8]=[C:7]([F:9])[C:5]([NH2:6])=[CH:4][CH:3]=1.[CH3:10][O:11][C:12]1[CH:13]=[C:14](B(O)O)[CH:15]=[CH:16][CH:17]=1. (9) Given the product [O:28]=[C:27]1[C:26]2[C:21](=[CH:22][CH:23]=[CH:24][CH:25]=2)[C:20](=[O:29])[N:19]1[CH2:18][C@@H:17]([NH:16][C:12]([C:9]1[S:10][CH:11]=[C:7]([C:6]2[N:5]([CH3:15])[N:4]=[CH:3][C:2]=2[F:1])[CH:8]=1)=[O:14])[CH2:30][C:31]1[CH:36]=[CH:35][CH:34]=[CH:33][C:32]=1[C:37]([F:39])([F:38])[F:40], predict the reactants needed to synthesize it. The reactants are: [F:1][C:2]1[CH:3]=[N:4][N:5]([CH3:15])[C:6]=1[C:7]1[CH:8]=[C:9]([C:12]([OH:14])=O)[S:10][CH:11]=1.[NH2:16][C@@H:17]([CH2:30][C:31]1[CH:36]=[CH:35][CH:34]=[CH:33][C:32]=1[C:37]([F:40])([F:39])[F:38])[CH2:18][N:19]1[C:27](=[O:28])[C:26]2[C:21](=[CH:22][CH:23]=[CH:24][CH:25]=2)[C:20]1=[O:29].C(N(C(C)C)CC)(C)C.C1CN([P+](Br)(N2CCCC2)N2CCCC2)CC1.F[P-](F)(F)(F)(F)F. (10) Given the product [CH:15]([C:4]1[CH:3]=[C:2]([C:18]2[CH:19]=[CH:20][CH:21]=[CH:22][C:17]=2[CH3:26])[N:7]=[CH:6][C:5]=1[NH:8][C:9](=[O:14])[C:10]([CH3:13])([CH3:12])[CH3:11])=[O:16], predict the reactants needed to synthesize it. The reactants are: Cl[C:2]1[N:7]=[CH:6][C:5]([NH:8][C:9](=[O:14])[C:10]([CH3:13])([CH3:12])[CH3:11])=[C:4]([CH:15]=[O:16])[CH:3]=1.[C:17]1([CH3:26])[CH:22]=[CH:21][CH:20]=[CH:19][C:18]=1B(O)O.C([O-])(=O)C.[K+].